This data is from Catalyst prediction with 721,799 reactions and 888 catalyst types from USPTO. The task is: Predict which catalyst facilitates the given reaction. (1) Reactant: [F:1][C:2]1[CH:7]=[CH:6][C:5]([C:8]2[NH:12][N:11]=[CH:10][C:9]=2[C:13]2[CH:18]=[CH:17][N:16]=[CH:15][CH:14]=2)=[CH:4][CH:3]=1.[Br:19]N1C(=O)CCC1=O.O. Product: [Br:19][C:10]1[C:9]([C:13]2[CH:18]=[CH:17][N:16]=[CH:15][CH:14]=2)=[C:8]([C:5]2[CH:4]=[CH:3][C:2]([F:1])=[CH:7][CH:6]=2)[NH:12][N:11]=1. The catalyst class is: 9. (2) Reactant: [CH2:1]([N:3]([CH2:12][C:13]1[CH:18]=[CH:17][C:16]([CH2:19][N:20]2[CH2:25][CH2:24][N:23]([C:26]3[C:31]([C:32]([O:34][CH:35]([CH3:37])[CH3:36])=[O:33])=[CH:30][CH:29]=[CH:28][N:27]=3)[CH2:22][CH2:21]2)=[CH:15][CH:14]=1)[CH2:4][C:5]1[CH:10]=[CH:9][CH:8]=[CH:7][C:6]=1[F:11])[CH3:2].[ClH:38]. Product: [ClH:38].[ClH:38].[CH2:1]([N:3]([CH2:12][C:13]1[CH:14]=[CH:15][C:16]([CH2:19][N:20]2[CH2:25][CH2:24][N:23]([C:26]3[C:31]([C:32]([O:34][CH:35]([CH3:36])[CH3:37])=[O:33])=[CH:30][CH:29]=[CH:28][N:27]=3)[CH2:22][CH2:21]2)=[CH:17][CH:18]=1)[CH2:4][C:5]1[CH:10]=[CH:9][CH:8]=[CH:7][C:6]=1[F:11])[CH3:2]. The catalyst class is: 27.